This data is from NCI-60 drug combinations with 297,098 pairs across 59 cell lines. The task is: Regression. Given two drug SMILES strings and cell line genomic features, predict the synergy score measuring deviation from expected non-interaction effect. Synergy scores: CSS=74.6, Synergy_ZIP=23.6, Synergy_Bliss=22.5, Synergy_Loewe=26.6, Synergy_HSA=28.0. Cell line: EKVX. Drug 1: COC1=C(C=C2C(=C1)N=CN=C2NC3=CC(=C(C=C3)F)Cl)OCCCN4CCOCC4. Drug 2: CC=C1C(=O)NC(C(=O)OC2CC(=O)NC(C(=O)NC(CSSCCC=C2)C(=O)N1)C(C)C)C(C)C.